This data is from Full USPTO retrosynthesis dataset with 1.9M reactions from patents (1976-2016). The task is: Predict the reactants needed to synthesize the given product. (1) Given the product [C:3]([O:7][C:8]([NH:10][C@H:11]1[CH2:20][CH2:19][C:18]2[C:13](=[CH:14][C:15]([O:21][CH2:23][C:24]([NH2:26])=[O:25])=[CH:16][CH:17]=2)[CH2:12]1)=[O:9])([CH3:6])([CH3:4])[CH3:5], predict the reactants needed to synthesize it. The reactants are: [H-].[Na+].[C:3]([O:7][C:8]([NH:10][C@H:11]1[CH2:20][CH2:19][C:18]2[C:13](=[CH:14][C:15]([OH:21])=[CH:16][CH:17]=2)[CH2:12]1)=[O:9])([CH3:6])([CH3:5])[CH3:4].Br[CH2:23][C:24]([NH2:26])=[O:25].O. (2) Given the product [CH3:1][O:2][C:3]1[CH:4]=[C:5]([CH3:24])[C:6]([S:10]([N:13]([CH2:15][C:16]2[O:17][CH:18]=[C:19]([C:21]([N:64]([CH2:63][C:60]3[CH:59]=[CH:58][C:57]([CH2:56][N:52]4[CH2:53][CH2:54][CH2:55][CH:50]([O:49][CH3:48])[CH2:51]4)=[CH:62][CH:61]=3)[CH3:65])=[O:23])[N:20]=2)[CH3:14])(=[O:12])=[O:11])=[C:7]([CH3:9])[CH:8]=1, predict the reactants needed to synthesize it. The reactants are: [CH3:1][O:2][C:3]1[CH:8]=[C:7]([CH3:9])[C:6]([S:10]([N:13]([CH2:15][C:16]2[O:17][CH:18]=[C:19]([C:21]([OH:23])=O)[N:20]=2)[CH3:14])(=[O:12])=[O:11])=[C:5]([CH3:24])[CH:4]=1.CCN=C=NCCCN(C)C.C1C=CC2N(O)N=NC=2C=1.Cl.Cl.[CH3:48][O:49][CH:50]1[CH2:55][CH2:54][CH2:53][N:52]([CH2:56][C:57]2[CH:62]=[CH:61][C:60]([CH2:63][NH:64][CH3:65])=[CH:59][CH:58]=2)[CH2:51]1.